Dataset: Full USPTO retrosynthesis dataset with 1.9M reactions from patents (1976-2016). Task: Predict the reactants needed to synthesize the given product. (1) Given the product [CH2:22]([O:21][C:19](=[O:20])[CH2:18][C:14]1[CH:13]=[N+:12]([O-:9])[CH:17]=[CH:16][CH:15]=1)[CH3:23], predict the reactants needed to synthesize it. The reactants are: ClC1C=CC=C(C(OO)=[O:9])C=1.[N:12]1[CH:17]=[CH:16][CH:15]=[C:14]([CH2:18][C:19]([O:21][CH2:22][CH3:23])=[O:20])[CH:13]=1.CO.C([O-])(O)=O.[Na+]. (2) Given the product [Cl:1][C:2]1[N:3]=[CH:4][C:5]2[C:9]([NH:18][C:15]3[CH:14]=[C:13]([CH3:12])[NH:17][N:16]=3)([N:10]=1)[N:8]=[CH:7][N:6]=2, predict the reactants needed to synthesize it. The reactants are: [Cl:1][C:2]1[N:3]=[CH:4][C:5]2[C:9](Cl)([N:10]=1)[N:8]=[CH:7][N:6]=2.[CH3:12][C:13]1[NH:17][N:16]=[C:15]([NH2:18])[CH:14]=1. (3) Given the product [CH2:12]([C@@H:8]([CH2:7][C:6]([O:5][C:1]([CH3:4])([CH3:3])[CH3:2])=[O:15])[C:9]([O:11][CH2:21][C@H:22]([NH:29][C:30](=[O:35])[CH2:31][CH2:32][CH:33]=[CH2:34])[C:23]1[CH:28]=[CH:27][CH:26]=[CH:25][CH:24]=1)=[O:10])[CH:13]=[CH2:14], predict the reactants needed to synthesize it. The reactants are: [C:1]([O:5][C:6](=[O:15])[CH2:7][C@H:8]([CH2:12][CH:13]=[CH2:14])[C:9]([OH:11])=[O:10])([CH3:4])([CH3:3])[CH3:2].C(Cl)CCl.O[CH2:21][C@H:22]([NH:29][C:30](=[O:35])[CH2:31][CH2:32][CH:33]=[CH2:34])[C:23]1[CH:28]=[CH:27][CH:26]=[CH:25][CH:24]=1.CCN(C(C)C)C(C)C. (4) Given the product [NH:37]1[C:36]([NH:35][C:32]([C:15]2[N:16]([C:20]3[CH:21]=[CH:22][C:23]([O:26][CH:27]4[CH2:31][CH2:30][CH2:29][CH2:28]4)=[CH:24][CH:25]=3)[C:17]3[C:13]([CH:14]=2)=[CH:12][C:11]([C:8]2[CH:7]=[CH:6][C:5]([C:1]([CH3:2])([CH3:4])[CH3:3])=[CH:10][CH:9]=2)=[CH:19][CH:18]=3)=[O:33])=[N:40][N:39]=[N:38]1, predict the reactants needed to synthesize it. The reactants are: [C:1]([C:5]1[CH:10]=[CH:9][C:8]([C:11]2[CH:12]=[C:13]3[C:17](=[CH:18][CH:19]=2)[N:16]([C:20]2[CH:25]=[CH:24][C:23]([O:26][CH:27]4[CH2:31][CH2:30][CH2:29][CH2:28]4)=[CH:22][CH:21]=2)[C:15]([C:32](Cl)=[O:33])=[CH:14]3)=[CH:7][CH:6]=1)([CH3:4])([CH3:3])[CH3:2].[NH2:35][C:36]1[NH:40][N:39]=[N:38][N:37]=1. (5) Given the product [CH3:26][C:25]1[O:24][N:23]=[CH:22][C:21]=1[C:9]1[CH:10]=[CH:11][C:12]([CH2:15][C:16]([OH:18])=[O:17])=[CH:13][CH:14]=1, predict the reactants needed to synthesize it. The reactants are: CC1(C)C(C)(C)OB([C:9]2[CH:14]=[CH:13][C:12]([CH2:15][C:16]([OH:18])=[O:17])=[CH:11][CH:10]=2)O1.I[C:21]1[CH:22]=[N:23][O:24][C:25]=1[CH3:26].CC1C(P(C2C(C)=CC(C)=C(S([O-])(=O)=O)C=2)C2C(C)=CC(C)=C(S([O-])(=O)=O)C=2)=CC(S([O-])(=O)=O)=C(C)C=1.[Na+].[Na+].[Na+].C(NC(C)C)(C)C.Cl. (6) Given the product [OH:27][CH2:26][CH2:25][CH2:24][CH2:23][CH2:22][CH2:21][O:1][C:2]1[CH:3]=[CH:4][C:5](/[CH:8]=[CH:9]/[C:10]([O:12][CH3:13])=[O:11])=[CH:6][CH:7]=1, predict the reactants needed to synthesize it. The reactants are: [OH:1][C:2]1[CH:7]=[CH:6][C:5]([CH:8]=[CH:9][C:10]([O:12][CH3:13])=[O:11])=[CH:4][CH:3]=1.C([O-])([O-])=O.[K+].[K+].Cl[CH2:21][CH2:22][CH2:23][CH2:24][CH2:25][CH2:26][OH:27]. (7) The reactants are: [CH2:1]1[C:10]2[C:5](=[CH:6][CH:7]=[CH:8][CH:9]=2)[CH2:4][CH2:3][N:2]1[CH2:11][CH2:12][CH2:13][CH2:14][O:15][C:16]1[N:21]=[C:20]([NH2:22])[CH:19]=[CH:18][CH:17]=1.[CH3:23][S:24](Cl)(=[O:26])=[O:25]. Given the product [CH2:1]1[C:10]2[C:5](=[CH:6][CH:7]=[CH:8][CH:9]=2)[CH2:4][CH2:3][N:2]1[CH2:11][CH2:12][CH2:13][CH2:14][O:15][C:16]1[N:21]=[C:20]([NH:22][S:24]([CH3:23])(=[O:26])=[O:25])[CH:19]=[CH:18][CH:17]=1, predict the reactants needed to synthesize it. (8) Given the product [CH3:1][C:2]1[C:3]([C:20]2[CH:21]=[C:22]([CH:25]=[O:26])[NH:23][CH:24]=2)=[CH:4][C:5]2[C:6]([CH3:15])([CH3:14])[CH2:7][CH2:8][C:9]([CH3:13])([CH3:12])[C:10]=2[CH:11]=1, predict the reactants needed to synthesize it. The reactants are: [CH3:1][C:2]1[C:3](B(O)O)=[CH:4][C:5]2[C:6]([CH3:15])([CH3:14])[CH2:7][CH2:8][C:9]([CH3:13])([CH3:12])[C:10]=2[CH:11]=1.Br[C:20]1[CH:21]=[C:22]([CH:25]=[O:26])[NH:23][CH:24]=1. (9) Given the product [CH:64]1[N:63]=[C:61]([NH2:62])[C:60]2[N:59]=[CH:58][N:57]([C@@H:55]3[O:56][C@H:52]([CH2:51][O:2][P:1]([O:5][P:84]([O:87][CH2:88][C@H:89]4[O:93][C@@H:92]([N:94]5[CH:27]=[C:28]([C:29]([NH2:130])=[O:31])[CH2:102][CH:97]=[CH:98]5)[C@H:91]([OH:104])[C@@H:90]4[OH:105])([OH:85])=[O:83])([OH:4])=[O:3])[C@@H:53]([OH:68])[C@H:54]3[O:67][P:15]([OH:18])([OH:14])=[O:16])[C:66]=2[N:65]=1, predict the reactants needed to synthesize it. The reactants are: [P:1]([O-:5])([O-:4])([O-:3])=[O:2].[Na+].[Na+].[Na+].C=C([O:14][P:15]([OH:18])(O)=[O:16])C(O)=O.C(C(O)=O)CP([CH2:27][CH2:28][C:29]([OH:31])=O)CCC(O)=O.[Cl-].[Mg+2].[Cl-].P(O[CH2:51][C@H:52]1[O:56][C@@H:55]([N:57]2[C:66]3[N:65]=[CH:64][N:63]=[C:61]([NH2:62])[C:60]=3[N:59]=[CH:58]2)[C@H:54]([OH:67])[C@@H:53]1[OH:68])(OP(OP(O)(O)=O)(O)=O)(=O)O.C([O-])(=O)C(C)=O.CC([C@@H](O)C(NCCC(NCCS)=O)=O)(COP([O:83][P:84]([O:87][CH2:88][C@H:89]1[O:93][C@@H:92]([N:94]2[C:98]3N=CN=[C:102](N)[C:97]=3N=C2)[C@H:91]([OH:104])[C@@H:90]1[O:105]P(O)(O)=O)(O)=[O:85])(O)=O)C.CC(C(O)=O)C(SCC[NH:130]C(=O)CCNC(=O)[C@H](O)C(C)(C)COP(O)(=O)OP(O)(=O)OC[C@H]1O[C@@H](N2C3N=CN=C(N)C=3N=C2)[C@H](O)[C@@H]1OP(O)(O)=O)=O.